This data is from NCI-60 drug combinations with 297,098 pairs across 59 cell lines. The task is: Regression. Given two drug SMILES strings and cell line genomic features, predict the synergy score measuring deviation from expected non-interaction effect. (1) Drug 1: C1=CC(=CC=C1CC(C(=O)O)N)N(CCCl)CCCl.Cl. Drug 2: CN(CCCl)CCCl.Cl. Cell line: SR. Synergy scores: CSS=72.3, Synergy_ZIP=1.21, Synergy_Bliss=1.86, Synergy_Loewe=-2.14, Synergy_HSA=4.74. (2) Drug 1: CC1=C(C(=CC=C1)Cl)NC(=O)C2=CN=C(S2)NC3=CC(=NC(=N3)C)N4CCN(CC4)CCO. Drug 2: CC1=C(C(=O)C2=C(C1=O)N3CC4C(C3(C2COC(=O)N)OC)N4)N. Cell line: MALME-3M. Synergy scores: CSS=11.4, Synergy_ZIP=-1.50, Synergy_Bliss=-1.80, Synergy_Loewe=-6.00, Synergy_HSA=-0.738. (3) Drug 1: CC1=CC=C(C=C1)C2=CC(=NN2C3=CC=C(C=C3)S(=O)(=O)N)C(F)(F)F. Drug 2: C1=CN(C=N1)CC(O)(P(=O)(O)O)P(=O)(O)O. Cell line: MCF7. Synergy scores: CSS=-6.87, Synergy_ZIP=3.02, Synergy_Bliss=0.233, Synergy_Loewe=-7.72, Synergy_HSA=-6.92. (4) Cell line: A498. Synergy scores: CSS=24.5, Synergy_ZIP=-0.430, Synergy_Bliss=0.343, Synergy_Loewe=-24.6, Synergy_HSA=0.538. Drug 2: C1C(C(OC1N2C=NC3=C2NC=NCC3O)CO)O. Drug 1: CC1C(C(CC(O1)OC2CC(OC(C2O)C)OC3=CC4=CC5=C(C(=O)C(C(C5)C(C(=O)C(C(C)O)O)OC)OC6CC(C(C(O6)C)O)OC7CC(C(C(O7)C)O)OC8CC(C(C(O8)C)O)(C)O)C(=C4C(=C3C)O)O)O)O. (5) Drug 1: CC1=C(C=C(C=C1)C(=O)NC2=CC(=CC(=C2)C(F)(F)F)N3C=C(N=C3)C)NC4=NC=CC(=N4)C5=CN=CC=C5. Drug 2: CC1C(C(CC(O1)OC2CC(CC3=C2C(=C4C(=C3O)C(=O)C5=C(C4=O)C(=CC=C5)OC)O)(C(=O)CO)O)N)O.Cl. Cell line: KM12. Synergy scores: CSS=24.4, Synergy_ZIP=-3.43, Synergy_Bliss=-2.07, Synergy_Loewe=-12.1, Synergy_HSA=-1.01. (6) Drug 1: CCC1=CC2CC(C3=C(CN(C2)C1)C4=CC=CC=C4N3)(C5=C(C=C6C(=C5)C78CCN9C7C(C=CC9)(C(C(C8N6C)(C(=O)OC)O)OC(=O)C)CC)OC)C(=O)OC.C(C(C(=O)O)O)(C(=O)O)O. Drug 2: CCN(CC)CCNC(=O)C1=C(NC(=C1C)C=C2C3=C(C=CC(=C3)F)NC2=O)C. Cell line: OVCAR3. Synergy scores: CSS=62.9, Synergy_ZIP=13.3, Synergy_Bliss=11.1, Synergy_Loewe=-9.58, Synergy_HSA=8.10. (7) Drug 1: CC1C(C(CC(O1)OC2CC(OC(C2O)C)OC3=CC4=CC5=C(C(=O)C(C(C5)C(C(=O)C(C(C)O)O)OC)OC6CC(C(C(O6)C)O)OC7CC(C(C(O7)C)O)OC8CC(C(C(O8)C)O)(C)O)C(=C4C(=C3C)O)O)O)O. Drug 2: C1=CC=C(C(=C1)C(C2=CC=C(C=C2)Cl)C(Cl)Cl)Cl. Cell line: PC-3. Synergy scores: CSS=22.5, Synergy_ZIP=2.83, Synergy_Bliss=2.72, Synergy_Loewe=-37.1, Synergy_HSA=-1.38. (8) Drug 1: COC1=C(C=C2C(=C1)N=CN=C2NC3=CC(=C(C=C3)F)Cl)OCCCN4CCOCC4. Drug 2: CCC1(CC2CC(C3=C(CCN(C2)C1)C4=CC=CC=C4N3)(C5=C(C=C6C(=C5)C78CCN9C7C(C=CC9)(C(C(C8N6C=O)(C(=O)OC)O)OC(=O)C)CC)OC)C(=O)OC)O.OS(=O)(=O)O. Cell line: CCRF-CEM. Synergy scores: CSS=66.9, Synergy_ZIP=15.5, Synergy_Bliss=17.1, Synergy_Loewe=-43.4, Synergy_HSA=14.6.